Predict the reaction yield, written as a fraction of the theoretical maximum amount of product (1.0 means a 100% yield; for example, 0.34 means a 34% yield). From a dataset of Reaction yield outcomes from USPTO patents with 853,638 reactions. (1) The reactants are [CH:1]1([NH:6][C:7]2[N:12]=[C:11]([CH2:13][CH2:14][OH:15])[CH:10]=[CH:9][CH:8]=2)[CH2:5][CH2:4][CH2:3][CH2:2]1.[Cl:16][C:17]1[CH:38]=[CH:37][CH:36]=[C:35]([Cl:39])[C:18]=1[C:19]([NH:21][C@H:22]([C:31]([O:33][CH3:34])=[O:32])[CH2:23][C:24]1[CH:29]=[CH:28][C:27](O)=[CH:26][CH:25]=1)=[O:20].C1(P(C2C=CC=CC=2)C2C=CC=CC=2)C=CC=CC=1. The catalyst is C(Cl)Cl. The product is [CH:1]1([NH:6][C:7]2[N:12]=[C:11]([CH2:13][CH2:14][O:15][C:27]3[CH:28]=[CH:29][C:24]([CH2:23][C@@H:22]([C:31]([O:33][CH3:34])=[O:32])[NH:21][C:19]([C:18]4[C:35]([Cl:39])=[CH:36][CH:37]=[CH:38][C:17]=4[Cl:16])=[O:20])=[CH:25][CH:26]=3)[CH:10]=[CH:9][CH:8]=2)[CH2:2][CH2:3][CH2:4][CH2:5]1. The yield is 0.820. (2) The reactants are Br[CH2:2][C:3]1[CH:4]=[C:5]([CH:18]=[C:19]([CH3:21])[CH:20]=1)[O:6][C:7]1[C:12]([CH:13]([CH3:15])[CH3:14])=[C:11]([Cl:16])[N:10]=[C:9]([Cl:17])[N:8]=1.[C:22]([O-:25])(=[O:24])[CH3:23].[Na+]. The product is [Cl:17][C:9]1[N:8]=[C:7]([O:6][C:5]2[CH:4]=[C:3]([CH:20]=[C:19]([CH3:21])[CH:18]=2)[CH2:2][O:25][C:22](=[O:24])[CH3:23])[C:12]([CH:13]([CH3:15])[CH3:14])=[C:11]([Cl:16])[N:10]=1. The yield is 0.730. The catalyst is CN(C=O)C. (3) The reactants are [CH:1]1([C:5]2[C:14]([CH:15]=O)=[CH:13][C:8]([C:9]([O:11][CH3:12])=[O:10])=[C:7]([CH3:17])[CH:6]=2)[CH2:4][CH2:3][CH2:2]1.C([O-])(=O)C.[NH4+:22].Br[CH:24]1[C:30](=O)[CH2:29][CH2:28][N:27]([C:32]([O:34][C:35]([CH3:38])([CH3:37])[CH3:36])=[O:33])[CH2:26][CH2:25]1.[OH-].[NH4+:40]. The catalyst is CN(C)C=O. The product is [CH:1]1([C:5]2[CH:6]=[C:7]([CH3:17])[C:8]([C:9]([O:11][CH3:12])=[O:10])=[CH:13][C:14]=2[C:15]2[NH:40][C:24]3[CH2:25][CH2:26][N:27]([C:32]([O:34][C:35]([CH3:38])([CH3:37])[CH3:36])=[O:33])[CH2:28][CH2:29][C:30]=3[N:22]=2)[CH2:4][CH2:3][CH2:2]1. The yield is 0.180. (4) The reactants are [C:1]([N:5]1[C:9](=[O:10])[CH:8]=[C:7]([C:11]2[CH:16]=[CH:15][C:14]([CH2:17][OH:18])=[CH:13][CH:12]=2)[S:6]1(=[O:20])=[O:19])([CH3:4])([CH3:3])[CH3:2].[BH4-].[Li+]. The catalyst is O1CCCC1. The product is [C:1]([N:5]1[C:9](=[O:10])[CH2:8][CH:7]([C:11]2[CH:16]=[CH:15][C:14]([CH2:17][OH:18])=[CH:13][CH:12]=2)[S:6]1(=[O:20])=[O:19])([CH3:4])([CH3:2])[CH3:3]. The yield is 0.850. (5) The reactants are [Cl:1][C:2]1[CH:3]=[C:4]([CH:25]=[CH:26][N:27]=1)[C:5]([NH:7][C:8]1[CH:9]=[CH:10][C:11]([CH3:24])=[C:12]([C:14]2[CH:19]=[CH:18][C:17]([C:20]([O:22]C)=[O:21])=[CH:16][CH:15]=2)[CH:13]=1)=[O:6].O.[OH-].[Li+].C1COCC1.Cl. The catalyst is O. The product is [Cl:1][C:2]1[CH:3]=[C:4]([CH:25]=[CH:26][N:27]=1)[C:5]([NH:7][C:8]1[CH:9]=[CH:10][C:11]([CH3:24])=[C:12]([C:14]2[CH:15]=[CH:16][C:17]([C:20]([OH:22])=[O:21])=[CH:18][CH:19]=2)[CH:13]=1)=[O:6]. The yield is 0.730. (6) The reactants are [CH:1]1([O:4][C:5]2[CH:6]=[C:7]([C:15]3[NH:32][C:18]4[CH:19]=[N:20][N:21](COCC[Si](C)(C)C)[C:22](=[O:23])[C:17]=4[C:16]=3[CH3:33])[CH:8]=[CH:9][C:10]=2[O:11][CH:12]([F:14])[F:13])[CH2:3][CH2:2]1.FC(F)(F)C(O)=O. The catalyst is ClCCl. The product is [CH:1]1([O:4][C:5]2[CH:6]=[C:7]([C:15]3[NH:32][C:18]4[CH:19]=[N:20][NH:21][C:22](=[O:23])[C:17]=4[C:16]=3[CH3:33])[CH:8]=[CH:9][C:10]=2[O:11][CH:12]([F:13])[F:14])[CH2:2][CH2:3]1. The yield is 0.670. (7) The reactants are [CH:1]1([CH2:4][CH2:5][NH:6][S:7]([C:10]2[CH:11]=[N:12][C:13]([N:17]3[CH2:22][CH2:21][N:20]([C:23](=[O:35])[C:24]4[CH:29]=[C:28]([F:30])[CH:27]=[CH:26][C:25]=4[C:31]([F:34])([F:33])[F:32])[CH2:19][CH2:18]3)=[C:14](Br)[CH:15]=2)(=[O:9])=[O:8])[CH2:3][CH2:2]1. The catalyst is CO.[Pd]. The product is [CH:1]1([CH2:4][CH2:5][NH:6][S:7]([C:10]2[CH:11]=[N:12][C:13]([N:17]3[CH2:22][CH2:21][N:20]([C:23](=[O:35])[C:24]4[CH:29]=[C:28]([F:30])[CH:27]=[CH:26][C:25]=4[C:31]([F:34])([F:32])[F:33])[CH2:19][CH2:18]3)=[CH:14][CH:15]=2)(=[O:9])=[O:8])[CH2:3][CH2:2]1. The yield is 0.240. (8) The reactants are [C:1]([O:5][C@@H:6]([C:10]1[C:11]([I:24])=[C:12]2[C:19]3[CH2:20][CH2:21][CH2:22][CH2:23][C:18]=3[S:17][C:13]2=[N:14][C:15]=1[CH3:16])[C:7]([OH:9])=[O:8])([CH3:4])([CH3:3])[CH3:2].F[P-](F)(F)(F)(F)F.N1(OC(=[N+](C)C)N(C)C)C2C=CC=C[C:35]=2N=N1.C(N(C(C)C)C(C)C)C.CO. The catalyst is ClCCl. The product is [C:1]([O:5][C@@H:6]([C:10]1[C:11]([I:24])=[C:12]2[C:19]3[CH2:20][CH2:21][CH2:22][CH2:23][C:18]=3[S:17][C:13]2=[N:14][C:15]=1[CH3:16])[C:7]([O:9][CH3:35])=[O:8])([CH3:4])([CH3:2])[CH3:3]. The yield is 0.930.